This data is from Forward reaction prediction with 1.9M reactions from USPTO patents (1976-2016). The task is: Predict the product of the given reaction. (1) Given the reactants C(O)(=O)C.C([N:12]1[CH2:17][CH2:16][C@@H:15]([CH3:18])[C@@H:14]([N:19]([CH3:29])[C:20]2[C:21]3[CH:28]=[CH:27][NH:26][C:22]=3[N:23]=[CH:24][N:25]=2)[CH2:13]1)C1C=CC=CC=1.[H][H].ClCCl, predict the reaction product. The product is: [CH3:29][N:19]([C@@H:14]1[C@H:15]([CH3:18])[CH2:16][CH2:17][NH:12][CH2:13]1)[C:20]1[C:21]2[CH:28]=[CH:27][NH:26][C:22]=2[N:23]=[CH:24][N:25]=1. (2) The product is: [N:1]([CH:4]([CH3:14])[CH2:5][CH2:6][N:7]1[CH:11]=[CH:10][N:9]=[C:8]1[CH:12]=[N:15][OH:16])=[N+:2]=[N-:3]. Given the reactants [N:1]([CH:4]([CH3:14])[CH2:5][CH2:6][N:7]1[CH:11]=[CH:10][N:9]=[C:8]1[CH:12]=O)=[N+:2]=[N-:3].[NH2:15][OH:16].Cl.C([O-])([O-])=O.[Na+].[Na+], predict the reaction product.